Dataset: Forward reaction prediction with 1.9M reactions from USPTO patents (1976-2016). Task: Predict the product of the given reaction. The product is: [OH:16][C@@H:12]1[CH2:13][C:14](=[O:15])[C@H:10]([S:9][CH2:8][CH2:7][CH2:6][S:5][CH2:4][C:3]([OH:26])=[O:2])[C@H:11]1/[CH:17]=[CH:18]/[C@@H:19]([OH:25])[CH2:20][CH2:21][CH2:22][CH2:23][CH3:24]. Given the reactants C[O:2][C:3](=[O:26])[CH2:4][S:5][CH2:6][CH2:7][CH2:8][S:9][C@H:10]1[C:14](=[O:15])[CH2:13][C@@H:12]([OH:16])[C@@H:11]1/[CH:17]=[CH:18]/[C@@H:19]([OH:25])[CH2:20][CH2:21][CH2:22][CH2:23][CH3:24].P([O-])([O-])([O-])=O, predict the reaction product.